This data is from Full USPTO retrosynthesis dataset with 1.9M reactions from patents (1976-2016). The task is: Predict the reactants needed to synthesize the given product. Given the product [CH3:1][C:2]1[S:6][C:5]([CH2:7][OH:30])=[CH:4][C:3]=1[N+:13]([O-:15])=[O:14], predict the reactants needed to synthesize it. The reactants are: [CH3:1][C:2]1[S:6][C:5]([CH2:7]CS([O-])(=O)=O)=[CH:4][C:3]=1[N+:13]([O-:15])=[O:14].FC(F)(F)C1N=C(C(F)(F)F)NN=1.C(=O)([O-])[O-:30].[K+].[K+].C1OCCOCCOCCOCCOCCOC1.